From a dataset of Full USPTO retrosynthesis dataset with 1.9M reactions from patents (1976-2016). Predict the reactants needed to synthesize the given product. (1) Given the product [Cl:21][C:11]1[C:12]([C:17]([F:18])([F:19])[F:20])=[CH:13][CH:14]=[C:15]([Cl:16])[C:10]=1[C:9]([NH:8][CH:7]([C:1]12[CH2:5][CH:4]([CH2:6]1)[CH2:3][N:2]2[CH2:29][C:30]([OH:31])([CH3:33])[CH3:32])[C:23]1[CH:28]=[CH:27][CH:26]=[CH:25][CH:24]=1)=[O:22], predict the reactants needed to synthesize it. The reactants are: [C:1]12([CH:7]([C:23]3[CH:28]=[CH:27][CH:26]=[CH:25][CH:24]=3)[NH:8][C:9](=[O:22])[C:10]3[C:15]([Cl:16])=[CH:14][CH:13]=[C:12]([C:17]([F:20])([F:19])[F:18])[C:11]=3[Cl:21])[CH2:6][CH:4]([CH2:5]1)[CH2:3][NH:2]2.[CH3:29][C:30]1([CH3:33])[CH2:32][O:31]1. (2) Given the product [C:2]([C:7]1[O:11][C:10]([CH2:12][N:13]2[CH:17]=[C:16]([NH:18][C:30]([C:26]3[N:27]=[CH:28][O:29][C:25]=3[C:22]3[CH:23]=[CH:24][C:19]([CH3:33])=[CH:20][CH:21]=3)=[O:31])[CH:15]=[N:14]2)=[CH:9][CH:8]=1)(=[O:6])[CH3:1], predict the reactants needed to synthesize it. The reactants are: [CH3:1][C:2]1([C:7]2[O:11][C:10]([CH2:12][N:13]3[CH:17]=[C:16]([NH2:18])[CH:15]=[N:14]3)=[CH:9][CH:8]=2)[O:6]CCO1.[C:19]1([CH3:33])[CH:24]=[CH:23][C:22]([C:25]2[O:29][CH:28]=[N:27][C:26]=2[C:30](O)=[O:31])=[CH:21][CH:20]=1. (3) Given the product [ClH:1].[F:14][C:13]1[C:7]2[CH:6]=[C:5]([C:3]3[N:17]4[CH2:18][CH2:19][N:15]=[C:16]4[S:20][CH:2]=3)[S:9][C:8]=2[CH:10]=[CH:11][CH:12]=1, predict the reactants needed to synthesize it. The reactants are: [Cl:1][CH2:2][C:3]([C:5]1[S:9][C:8]2[CH:10]=[CH:11][CH:12]=[C:13]([F:14])[C:7]=2[CH:6]=1)=O.[NH:15]1[CH2:19][CH2:18][NH:17][C:16]1=[S:20].C(O)(=O)C. (4) The reactants are: [OH:1][C:2]1[C:3]([CH:20]2[C@H:25]([C:26]([CH3:28])=[CH2:27])[CH2:24][CH2:23][C:22]([CH3:29])=[CH:21]2)=[C:4]([CH:12]=[C:13]([CH2:15][CH2:16][CH2:17][CH2:18][CH3:19])[CH:14]=1)[O:5][CH2:6][C:7]([O:9][CH2:10][CH3:11])=[O:8].C([O-])(O)=[O:31].[Na+]. Given the product [CH3:29][C:22]1[CH2:23][CH2:24][C@@H:25]([C:26]([CH3:28])=[CH2:27])[CH:20]([C:3]2[C:2](=[O:1])[CH:14]=[C:13]([CH2:15][CH2:16][CH2:17][CH2:18][CH3:19])[C:12](=[O:31])[C:4]=2[O:5][CH2:6][C:7]([O:9][CH2:10][CH3:11])=[O:8])[CH:21]=1, predict the reactants needed to synthesize it. (5) Given the product [OH:1][C:2]([C:5]1[C:6]2[N:7]([C:11]([C:14]3[CH:19]=[CH:18][N:17]=[C:16]([NH:20][CH:21]4[CH2:26][CH2:25][CH:24]([C:27]([N:66]5[CH2:71][CH2:70][CH:69]([OH:72])[CH2:68][CH2:67]5)=[O:28])[CH2:23][CH2:22]4)[N:15]=3)=[CH:12][N:13]=2)[CH:8]=[CH:9][CH:10]=1)([CH3:3])[CH3:4], predict the reactants needed to synthesize it. The reactants are: [OH:1][C:2]([C:5]1[C:6]2[N:7]([C:11]([C:14]3[CH:19]=[CH:18][N:17]=[C:16]([NH:20][CH:21]4[CH2:26][CH2:25][CH:24]([C:27](O)=[O:28])[CH2:23][CH2:22]4)[N:15]=3)=[CH:12][N:13]=2)[CH:8]=[CH:9][CH:10]=1)([CH3:4])[CH3:3].F[P-](F)(F)(F)(F)F.N1(O[P+](N(C)C)(N(C)C)N(C)C)C2C=CC=CC=2N=N1.CCN(C(C)C)C(C)C.[NH:66]1[CH2:71][CH2:70][CH:69]([OH:72])[CH2:68][CH2:67]1. (6) Given the product [F:1][C:2]1[CH:7]=[C:6]([NH:8][C:9]([NH:11][CH2:12][CH2:13][F:14])=[O:10])[CH:5]=[CH:4][C:3]=1[C:15]1[N:16]=[C:17]([N:29]2[CH2:30][CH2:31][O:32][CH2:33][CH2:34]2)[C:18]2[CH2:23][N:22]([C:24]([O:26][CH3:27])=[O:25])[CH2:21][C:19]=2[N:20]=1, predict the reactants needed to synthesize it. The reactants are: [F:1][C:2]1[CH:7]=[C:6]([NH:8][C:9]([NH:11][CH2:12][CH2:13][F:14])=[O:10])[CH:5]=[CH:4][C:3]=1[C:15]1[N:16]=[C:17]([N:29]2[CH2:34][CH2:33][O:32][CH2:31][C@@H:30]2C)[C:18]2[CH2:23][N:22]([C:24]([O:26][CH2:27]C)=[O:25])[CH2:21][C:19]=2[N:20]=1.ClC1N=C(N2CCOCC2)C2CN(C(OC)=O)CC=2N=1.